From a dataset of Reaction yield outcomes from USPTO patents with 853,638 reactions. Predict the reaction yield, written as a fraction of the theoretical maximum amount of product (1.0 means a 100% yield; for example, 0.34 means a 34% yield). (1) The reactants are [O-:1][C:2]#[N:3].[K+].[NH2:5][C:6]1[CH:11]=[CH:10][C:9](/[C:12](/[C:19]2[NH:24][C:23](=[O:25])[C:22]([Cl:26])=[CH:21][CH:20]=2)=[CH:13]\[CH:14]2[CH2:18][CH2:17][CH2:16][CH2:15]2)=[CH:8][CH:7]=1.C(=O)(O)[O-].[Na+].C(OCC)(=O)C. The catalyst is O.C(O)(=O)C. The product is [Cl:26][C:22]1[C:23](=[O:25])[NH:24][C:19](/[C:12](/[C:9]2[CH:10]=[CH:11][C:6]([NH:5][C:2]([NH2:3])=[O:1])=[CH:7][CH:8]=2)=[CH:13]/[CH:14]2[CH2:15][CH2:16][CH2:17][CH2:18]2)=[CH:20][CH:21]=1. The yield is 0.210. (2) The reactants are Br[C:2]1[CH:24]=[CH:23][C:5]([CH2:6][N:7]2[N:16]=[CH:15][C:14]3[C:9](=[C:10]([F:21])[CH:11]=[C:12]([C:17]([CH3:20])([CH3:19])[CH3:18])[CH:13]=3)[C:8]2=[O:22])=[CH:4][CH:3]=1.C([O-])([O-])=O.[Na+].[Na+].[CH3:31][O:32][C:33]1[CH:38]=[C:37](B(O)O)[CH:36]=[CH:35][N:34]=1. The catalyst is COCCOC.CCO.C1C=CC([P]([Pd]([P](C2C=CC=CC=2)(C2C=CC=CC=2)C2C=CC=CC=2)([P](C2C=CC=CC=2)(C2C=CC=CC=2)C2C=CC=CC=2)[P](C2C=CC=CC=2)(C2C=CC=CC=2)C2C=CC=CC=2)(C2C=CC=CC=2)C2C=CC=CC=2)=CC=1. The product is [C:17]([C:12]1[CH:13]=[C:14]2[C:9](=[C:10]([F:21])[CH:11]=1)[C:8](=[O:22])[N:7]([CH2:6][C:5]1[CH:23]=[CH:24][C:2]([C:37]3[CH:36]=[CH:35][N:34]=[C:33]([O:32][CH3:31])[CH:38]=3)=[CH:3][CH:4]=1)[N:16]=[CH:15]2)([CH3:20])([CH3:19])[CH3:18]. The yield is 0.580. (3) The reactants are [CH3:1][C:2]1[CH:3]=[CH:4][C:5]([C:8]23[CH2:13][NH:12][CH2:11][CH:10]2[CH2:9]3)=[CH:6][CH:7]=1.C1(C)C=CC(CC#N)=CC=1.C(C1[O:28]C1)Cl. No catalyst specified. The product is [OH:28][CH2:11][CH:10]1[CH2:9][C:8]1([C:5]1[CH:4]=[CH:3][C:2]([CH3:1])=[CH:7][CH:6]=1)[C:13]#[N:12]. The yield is 0.650. (4) The reactants are [NH2:1][C:2]1[S:3][C:4]([Br:11])=[C:5]([C:7](F)(F)F)[N:6]=1.[F:12][C:13]1[CH:21]=[CH:20][CH:19]=[C:18]([F:22])[C:14]=1[C:15](Cl)=[O:16].Cl. The catalyst is C1COCC1.N1C=CC=CC=1. The product is [Br:11][C:4]1[S:3][C:2]([NH:1][C:15](=[O:16])[C:14]2[C:13]([F:12])=[CH:21][CH:20]=[CH:19][C:18]=2[F:22])=[N:6][C:5]=1[CH3:7]. The yield is 0.830. (5) The reactants are [N:1]1[CH:6]=[CH:5][CH:4]=[CH:3][C:2]=1[C:7]#[C:8][C:9]1[CH:10]=[CH:11][C:12]([N:15]2[CH2:20][CH2:19][N:18](C(OC(C)(C)C)=O)[CH2:17][CH2:16]2)=[N:13][CH:14]=1.FC(F)(F)C(O)=O.C(N(CC)CC)C.[CH3:42][S:43](Cl)(=[O:45])=[O:44]. The catalyst is C(Cl)Cl. The product is [CH3:42][S:43]([N:18]1[CH2:19][CH2:20][N:15]([C:12]2[CH:11]=[CH:10][C:9]([C:8]#[C:7][C:2]3[CH:3]=[CH:4][CH:5]=[CH:6][N:1]=3)=[CH:14][N:13]=2)[CH2:16][CH2:17]1)(=[O:45])=[O:44]. The yield is 0.980.